From a dataset of Full USPTO retrosynthesis dataset with 1.9M reactions from patents (1976-2016). Predict the reactants needed to synthesize the given product. (1) Given the product [NH2:2][C:1]1[NH:18][N:17]=[C:13]([CH2:14][CH3:15])[C:3]=1[CH2:4][C:5]1[CH:12]=[CH:11][C:8]([C:9]#[N:10])=[CH:7][CH:6]=1, predict the reactants needed to synthesize it. The reactants are: [C:1]([CH:3]([C:13](=O)[CH2:14][CH3:15])[CH2:4][C:5]1[CH:12]=[CH:11][C:8]([C:9]#[N:10])=[CH:7][CH:6]=1)#[N:2].[NH2:17][NH2:18]. (2) The reactants are: [C:1]([C:4]1[CH:5]=[C:6]([C:10]2[CH:15]=[CH:14][C:13]([CH2:16][CH:17]([NH:31][S:32]([C:35]3[CH:36]=[N:37][CH:38]=[CH:39][CH:40]=3)(=[O:34])=[O:33])[C:18]3[N:23]=[C:22]([NH:24][CH2:25][C:26]([O:28]CC)=[O:27])[CH:21]=[CH:20][CH:19]=3)=[CH:12][CH:11]=2)[CH:7]=[CH:8][CH:9]=1)#[C:2][CH3:3].[OH-].[Na+].O.Cl. Given the product [C:1]([C:4]1[CH:5]=[C:6]([C:10]2[CH:11]=[CH:12][C:13]([CH2:16][CH:17]([NH:31][S:32]([C:35]3[CH:36]=[N:37][CH:38]=[CH:39][CH:40]=3)(=[O:34])=[O:33])[C:18]3[N:23]=[C:22]([NH:24][CH2:25][C:26]([OH:28])=[O:27])[CH:21]=[CH:20][CH:19]=3)=[CH:14][CH:15]=2)[CH:7]=[CH:8][CH:9]=1)#[C:2][CH3:3], predict the reactants needed to synthesize it. (3) Given the product [Cl:25][C:19]1[CH:18]=[C:17]([C:11]2([C:13]([F:16])([F:15])[F:14])[O:10][N:9]=[C:8]([C:5]3[CH:6]=[CH:7][C:2]([C:27]([O:30][CH3:32])=[O:29])=[C:3]([CH3:26])[CH:4]=3)[CH2:12]2)[CH:22]=[C:21]([Cl:23])[C:20]=1[F:24], predict the reactants needed to synthesize it. The reactants are: Br[C:2]1[CH:7]=[CH:6][C:5]([C:8]2[CH2:12][C:11]([C:17]3[CH:22]=[C:21]([Cl:23])[C:20]([F:24])=[C:19]([Cl:25])[CH:18]=3)([C:13]([F:16])([F:15])[F:14])[O:10][N:9]=2)=[CH:4][C:3]=1[CH3:26].[C:27]([O-:30])(=[O:29])C.[Na+].[CH3:32]O. (4) Given the product [NH2:3][C:2]1[S:1][C:11]2[C:6]([N:5]=1)=[CH:7][CH:8]=[C:9]([O:12][C:13]1[CH:14]=[C:15]([NH:21][C:22](=[O:34])[C:23]3[CH:28]=[CH:27][CH:26]=[C:25]([C:29]([C:32]#[N:33])([CH3:31])[CH3:30])[CH:24]=3)[CH:16]=[CH:17][C:18]=1[CH2:19][CH3:20])[N:10]=2, predict the reactants needed to synthesize it. The reactants are: [S-:1][C:2]#[N:3].[K+].[NH2:5][C:6]1[CH:7]=[CH:8][C:9]([O:12][C:13]2[CH:14]=[C:15]([NH:21][C:22](=[O:34])[C:23]3[CH:28]=[CH:27][CH:26]=[C:25]([C:29]([C:32]#[N:33])([CH3:31])[CH3:30])[CH:24]=3)[CH:16]=[CH:17][C:18]=2[CH2:19][CH3:20])=[N:10][CH:11]=1.BrBr. (5) Given the product [CH3:8][O:9][C:10]([C:12]1[CH:13]=[C:14]([CH3:34])[C:15]2[O:21][C:20]3[C:22]([Cl:30])=[CH:23][C:24]([NH:26][CH2:27][CH2:28][N:5]4[CH2:6][CH2:7][N:2]([CH3:1])[CH2:3][CH2:4]4)=[CH:25][C:19]=3[CH2:18][S:17](=[O:32])(=[O:31])[C:16]=2[CH:33]=1)=[O:11], predict the reactants needed to synthesize it. The reactants are: [CH3:1][N:2]1[CH2:7][CH2:6][NH:5][CH2:4][CH2:3]1.[CH3:8][O:9][C:10]([C:12]1[CH:13]=[C:14]([CH3:34])[C:15]2[O:21][C:20]3[C:22]([Cl:30])=[CH:23][C:24]([NH:26][CH2:27][CH2:28]Cl)=[CH:25][C:19]=3[CH2:18][S:17](=[O:32])(=[O:31])[C:16]=2[CH:33]=1)=[O:11].O.